From a dataset of Reaction yield outcomes from USPTO patents with 853,638 reactions. Predict the reaction yield, written as a fraction of the theoretical maximum amount of product (1.0 means a 100% yield; for example, 0.34 means a 34% yield). (1) The reactants are C([Li])CCC.[Si:6]([O:13][CH2:14][C:15]1[CH:20]=[C:19]([O:21][CH2:22][O:23][CH3:24])[CH:18]=[C:17]([O:25][CH2:26][O:27][CH3:28])[CH:16]=1)([C:9]([CH3:12])([CH3:11])[CH3:10])([CH3:8])[CH3:7].Cl[C:30]([O:32][CH3:33])=[O:31].O. The catalyst is O1CCCC1. The product is [Si:6]([O:13][CH2:14][C:15]1[CH:16]=[C:17]([O:25][CH2:26][O:27][CH3:28])[C:18]([C:30]([O:32][CH3:33])=[O:31])=[C:19]([O:21][CH2:22][O:23][CH3:24])[CH:20]=1)([C:9]([CH3:12])([CH3:11])[CH3:10])([CH3:7])[CH3:8]. The yield is 0.450. (2) The reactants are [C:1]1([C:7]2[S:11][CH:10]=[C:9]([NH2:12])[CH:8]=2)[CH:6]=[CH:5][CH:4]=[CH:3][CH:2]=1.C([O-])([O-])=O.[K+].[K+].[CH3:19][CH:20](Br)[C:21]([O:23][CH3:24])=[O:22]. The catalyst is CN(C=O)C. The product is [C:1]1([C:7]2[S:11][CH:10]=[C:9]([NH:12][CH:20]([CH3:19])[C:21]([O:23][CH3:24])=[O:22])[CH:8]=2)[CH:2]=[CH:3][CH:4]=[CH:5][CH:6]=1. The yield is 0.800. (3) The reactants are [Cl:1][C:2]1[CH:3]=[CH:4][C:5]([N:15]2[CH:19]=[C:18]([Cl:20])[N:17]=[N:16]2)=[C:6]([C:8]2[N:13]=[CH:12][N:11]=[C:10]([OH:14])[CH:9]=2)[CH:7]=1.CN(C(ON1N=NC2C=CC=NC1=2)=[N+](C)C)C.F[P-](F)(F)(F)(F)F.C1CCN2C(=NCCC2)CC1.N[C@@H:57]1[C:73]2[CH:74]=[C:69]([CH:70]=[C:71]([C:75]([NH2:77])=[O:76])[CH:72]=2)[C:68]2[N:67]([CH:78]([F:80])[F:79])[N:66]=[CH:65][C:64]=2[NH:63][C:62](=[O:81])[C@H:61]([CH3:82])[CH2:60][CH2:59][CH2:58]1. The catalyst is C(#N)C.CN(C=O)C. The product is [Cl:1][C:2]1[CH:3]=[CH:4][C:5]([N:15]2[CH:19]=[C:18]([Cl:20])[N:17]=[N:16]2)=[C:6]([C:8]2[N:13]=[CH:12][N:11]([C@@H:57]3[C:73]4[CH:74]=[C:69]([CH:70]=[C:71]([C:75]([NH2:77])=[O:76])[CH:72]=4)[C:68]4[N:67]([CH:78]([F:80])[F:79])[N:66]=[CH:65][C:64]=4[NH:63][C:62](=[O:81])[C@H:61]([CH3:82])[CH2:60][CH2:59][CH2:58]3)[C:10](=[O:14])[CH:9]=2)[CH:7]=1. The yield is 0.250. (4) The reactants are [C:1]1([C:7]23[CH2:15][CH:11]4[CH2:12][CH:13]([CH2:14]2)[C:9]([NH2:16])([CH2:10]4)[CH2:8]3)[CH:6]=[CH:5][CH:4]=[CH:3][CH:2]=1.C([O-])([O-])=O.[K+].[K+].Cl[CH2:24][C:25]([N:27]1[CH2:31][CH2:30][CH2:29][C@H:28]1[C:32]#[N:33])=[O:26]. The catalyst is CS(C)=O.CCOC(C)=O. The product is [C:1]1([C:7]23[CH2:15][CH:11]4[CH2:10][C:9]([NH:16][CH2:24][C:25]([N:27]5[CH2:31][CH2:30][CH2:29][C@H:28]5[C:32]#[N:33])=[O:26])([CH2:8]2)[CH:13]([CH2:12]4)[CH2:14]3)[CH:2]=[CH:3][CH:4]=[CH:5][CH:6]=1. The yield is 0.480.